Dataset: Full USPTO retrosynthesis dataset with 1.9M reactions from patents (1976-2016). Task: Predict the reactants needed to synthesize the given product. (1) Given the product [CH3:40][C:37]1[CH:36]=[C:35]([C:31]2[CH:30]=[C:29]([C:27]3[CH2:26][C:25](=[O:41])[NH:24][C:9]4[CH:10]=[C:11]([C:20]([F:22])([F:21])[F:23])[C:12]([N:14]5[CH2:15][CH2:16][O:17][CH2:18][CH2:19]5)=[CH:13][C:8]=4[N:7]=3)[CH:34]=[CH:33][CH:32]=2)[O:39][N:38]=1, predict the reactants needed to synthesize it. The reactants are: C(OC(=O)[NH:7][C:8]1[CH:13]=[C:12]([N:14]2[CH2:19][CH2:18][O:17][CH2:16][CH2:15]2)[C:11]([C:20]([F:23])([F:22])[F:21])=[CH:10][C:9]=1[NH:24][C:25](=[O:41])[CH2:26][C:27]([C:29]1[CH:34]=[CH:33][CH:32]=[C:31]([C:35]2[O:39][N:38]=[C:37]([CH3:40])[CH:36]=2)[CH:30]=1)=O)(C)(C)C.C(O)(C(F)(F)F)=O. (2) Given the product [NH2:22][C:7]1[C:6]2[N:5]([C:4]([C@@H:12]3[CH2:17][N:16]4[C:18](=[O:21])[O:19][CH2:20][C@H:15]4[CH2:14][CH2:13]3)=[N:3][C:2]=2[Br:1])[CH:10]=[CH:9][N:8]=1, predict the reactants needed to synthesize it. The reactants are: [Br:1][C:2]1[N:3]=[C:4]([C@@H:12]2[CH2:17][N:16]3[C:18](=[O:21])[O:19][CH2:20][C@H:15]3[CH2:14][CH2:13]2)[N:5]2[CH:10]=[CH:9][N:8]=[C:7](Cl)[C:6]=12.[NH4+:22].[OH-].CC(O)C. (3) Given the product [Cl:29][C:25]1[CH:24]=[C:23]2[NH:22][C:21](=[O:30])[C:20]3([CH:19]([C:31]4[CH:36]=[CH:35][CH:34]=[C:33]([Cl:37])[CH:32]=4)[CH2:18][C:17](=[O:38])[NH:16][CH:15]3[C:9]3[CH:10]=[C:11]([CH3:14])[CH:12]=[CH:13][C:8]=3[O:7][CH2:6][CH2:5][OH:4])[C:28]2=[CH:27][CH:26]=1, predict the reactants needed to synthesize it. The reactants are: C([O:4][CH2:5][CH2:6][O:7][C:8]1[CH:13]=[CH:12][C:11]([CH3:14])=[CH:10][C:9]=1[CH:15]1[C:20]2([C:28]3[C:23](=[CH:24][C:25]([Cl:29])=[CH:26][CH:27]=3)[NH:22][C:21]2=[O:30])[CH:19]([C:31]2[CH:36]=[CH:35][CH:34]=[C:33]([Cl:37])[CH:32]=2)[CH2:18][C:17](=[O:38])[NH:16]1)(=O)C.[OH-].[Na+].Cl. (4) Given the product [F:1][C:2]1[CH:9]=[C:8]([C:10]([F:11])([F:12])[F:13])[CH:7]=[CH:6][C:3]=1[CH2:4][NH:5][C:34]([NH:32][C:31]1[C:27]2[NH:26][C:18](=[O:24])[NH:5][C:4]=2[CH:3]=[CH:2][CH:9]=1)=[O:35], predict the reactants needed to synthesize it. The reactants are: [F:1][C:2]1[CH:9]=[C:8]([C:10]([F:13])([F:12])[F:11])[CH:7]=[CH:6][C:3]=1[CH2:4][NH2:5].ClC(Cl)(O[C:18](=[O:24])OC(Cl)(Cl)Cl)Cl.[N-:26]=[C:27]=O.CO.[CH3:31][N:32]([CH:34]=[O:35])C. (5) Given the product [Br:15][CH:4]1[C:3](=[O:8])[C:2]([CH3:1])([C:9]2[CH:10]=[CH:11][CH:12]=[CH:13][CH:14]=2)[CH2:7][CH2:6][CH2:5]1, predict the reactants needed to synthesize it. The reactants are: [CH3:1][C:2]1([C:9]2[CH:14]=[CH:13][CH:12]=[CH:11][CH:10]=2)[CH2:7][CH2:6][CH2:5][CH2:4][C:3]1=[O:8].[Br:15]Br. (6) Given the product [CH3:11][C:3]1[CH:4]=[C:5]([N+:8]([O-:10])=[O:9])[CH:6]=[CH:7][C:2]=1[C:12]#[N:13], predict the reactants needed to synthesize it. The reactants are: I[C:2]1[CH:7]=[CH:6][C:5]([N+:8]([O-:10])=[O:9])=[CH:4][C:3]=1[CH3:11].[CH3:12][N:13](C)C=O. (7) Given the product [CH3:11][C:9]1[S:10][C:6]([C:4]([OH:5])=[O:3])=[C:7]([C:12]2[CH:13]=[CH:14][C:15]([C:18]([F:19])([F:20])[F:21])=[CH:16][CH:17]=2)[N:8]=1, predict the reactants needed to synthesize it. The reactants are: C([O:3][C:4]([C:6]1[S:10][C:9]([CH3:11])=[N:8][C:7]=1[C:12]1[CH:17]=[CH:16][C:15]([C:18]([F:21])([F:20])[F:19])=[CH:14][CH:13]=1)=[O:5])C.COC(C1N=C(N(C)C)SC=1C1C=CC=C(OC)C=1)=O.